From a dataset of Full USPTO retrosynthesis dataset with 1.9M reactions from patents (1976-2016). Predict the reactants needed to synthesize the given product. Given the product [Cl:22][C:18]1[CH:17]=[C:16]2[C:21](=[CH:20][CH:19]=1)[C:12]([N:6]1[CH2:5][CH2:4][N:3]3[C:7](=[O:10])[CH2:8][CH2:9][CH:2]3[CH2:1]1)=[N:13][N:14]=[CH:15]2, predict the reactants needed to synthesize it. The reactants are: [CH2:1]1[NH:6][CH2:5][CH2:4][N:3]2[C:7](=[O:10])[CH2:8][CH2:9][CH:2]12.Cl[C:12]1[C:21]2[C:16](=[CH:17][C:18]([Cl:22])=[CH:19][CH:20]=2)[CH:15]=[N:14][N:13]=1.